This data is from Full USPTO retrosynthesis dataset with 1.9M reactions from patents (1976-2016). The task is: Predict the reactants needed to synthesize the given product. Given the product [Cl:1][C:2]1[CH:10]=[CH:9][CH:8]=[C:7]2[C:3]=1[CH:4]([CH2:14][CH2:15][C:16]1([F:25])[CH2:21][CH2:20][CH:19]([C:22]([N:26]([CH3:28])[CH3:27])=[O:23])[CH2:18][CH2:17]1)[N:5]1[CH:13]=[N:12][CH:11]=[C:6]12, predict the reactants needed to synthesize it. The reactants are: [Cl:1][C:2]1[CH:10]=[CH:9][CH:8]=[C:7]2[C:3]=1[CH:4]([CH2:14][CH2:15][C:16]1([F:25])[CH2:21][CH2:20][CH:19]([C:22](O)=[O:23])[CH2:18][CH2:17]1)[N:5]1[CH:13]=[N:12][CH:11]=[C:6]12.[NH:26]([CH3:28])[CH3:27].Cl.CCO.